From a dataset of Reaction yield outcomes from USPTO patents with 853,638 reactions. Predict the reaction yield, written as a fraction of the theoretical maximum amount of product (1.0 means a 100% yield; for example, 0.34 means a 34% yield). (1) The reactants are [NH2:1][C:2]1[N:7]=[C:6]([Cl:8])[C:5]([N:9]=[CH:10]N(C)C)=[C:4]([Cl:14])[N:3]=1.P(=O)(O)(O)[OH:16]. The catalyst is P([O-])([O-])([O-])=O.[K+].[K+].[K+]. The product is [NH2:1][C:2]1[N:7]=[C:6]([Cl:8])[C:5]([NH:9][CH:10]=[O:16])=[C:4]([Cl:14])[N:3]=1. The yield is 0.720. (2) The reactants are Br[C:2]1[CH:3]=[CH:4][C:5]([CH2:8][OH:9])=[N:6][CH:7]=1.[F:10][C:11]1[CH:12]=[C:13]([N:26]2[CH2:30][C@H:29]([CH2:31][N:32]3[CH:36]=[CH:35][N:34]=[N:33]3)[O:28][C:27]2=[O:37])[CH:14]=[CH:15][C:16]=1B1OC(C)(C)C(C)(C)O1.C(=O)([O-])[O-].[Na+].[Na+]. No catalyst specified. The product is [F:10][C:11]1[CH:12]=[C:13]([N:26]2[CH2:30][C@H:29]([CH2:31][N:32]3[CH:36]=[CH:35][N:34]=[N:33]3)[O:28][C:27]2=[O:37])[CH:14]=[CH:15][C:16]=1[C:2]1[CH:7]=[N:6][C:5]([CH2:8][OH:9])=[CH:4][CH:3]=1. The yield is 0.490. (3) The reactants are C[O:2][CH:3](OC)[CH2:4][C:5]1[CH:6]=[C:7]2[C:11](=[CH:12][CH:13]=1)[C:10](=[C:14]1[C:22]3[C:17](=[CH:18][CH:19]=[CH:20][CH:21]=3)[NH:16][C:15]1=[O:23])[O:9][CH2:8]2.S(=O)(=O)(O)O.O. The catalyst is C1COCC1. The product is [O:23]=[C:15]1[C:14](=[C:10]2[C:11]3[C:7](=[CH:6][C:5]([CH2:4][CH:3]=[O:2])=[CH:13][CH:12]=3)[CH2:8][O:9]2)[C:22]2[C:17](=[CH:18][CH:19]=[CH:20][CH:21]=2)[NH:16]1. The yield is 1.00. (4) The reactants are [C:1]([O:5][C:6](=[O:25])[N:7]([CH2:9][C:10]1[CH:14]=[C:13](Br)[N:12]([S:16]([C:19]2[CH:20]=[N:21][CH:22]=[CH:23][CH:24]=2)(=[O:18])=[O:17])[CH:11]=1)[CH3:8])([CH3:4])([CH3:3])[CH3:2].[F:26][CH:27]([F:44])[O:28][C:29]1[CH:34]=[CH:33][C:32](B2OC(C)(C)C(C)(C)O2)=[CH:31][CH:30]=1.C(=O)([O-])[O-].[Na+].[Na+]. The catalyst is C(COC)OC.O.C1C=CC([P]([Pd]([P](C2C=CC=CC=2)(C2C=CC=CC=2)C2C=CC=CC=2)([P](C2C=CC=CC=2)(C2C=CC=CC=2)C2C=CC=CC=2)[P](C2C=CC=CC=2)(C2C=CC=CC=2)C2C=CC=CC=2)(C2C=CC=CC=2)C2C=CC=CC=2)=CC=1. The product is [C:1]([O:5][C:6](=[O:25])[N:7]([CH2:9][C:10]1[CH:14]=[C:13]([C:32]2[CH:33]=[CH:34][C:29]([O:28][CH:27]([F:44])[F:26])=[CH:30][CH:31]=2)[N:12]([S:16]([C:19]2[CH:20]=[N:21][CH:22]=[CH:23][CH:24]=2)(=[O:18])=[O:17])[CH:11]=1)[CH3:8])([CH3:4])([CH3:3])[CH3:2]. The yield is 1.00. (5) The reactants are [Br:1][C:2]1[CH:3]=[CH:4][C:5]([F:16])=[C:6]([C@:8]2([CH3:15])[CH2:13][O:12][CH2:11][C:10]([NH2:14])=[N:9]2)[CH:7]=1.[CH3:17][O:18][C:19]1[CH:24]=[CH:23][C:22]([C:25](Cl)([C:32]2[CH:37]=[CH:36][C:35]([O:38][CH3:39])=[CH:34][CH:33]=2)[C:26]2[CH:31]=[CH:30][CH:29]=[CH:28][CH:27]=2)=[CH:21][CH:20]=1. No catalyst specified. The product is [CH3:39][O:38][C:35]1[CH:34]=[CH:33][C:32]([C:25]([NH:14][C:10]2[CH2:11][O:12][CH2:13][C@:8]([C:6]3[CH:7]=[C:2]([Br:1])[CH:3]=[CH:4][C:5]=3[F:16])([CH3:15])[N:9]=2)([C:22]2[CH:21]=[CH:20][C:19]([O:18][CH3:17])=[CH:24][CH:23]=2)[C:26]2[CH:31]=[CH:30][CH:29]=[CH:28][CH:27]=2)=[CH:37][CH:36]=1. The yield is 0.720. (6) The reactants are [F:1][C:2]1[C:20]2[C:19](=[O:21])[C:18]([C:22]([O:24]CC)=[O:23])=[CH:17][N:7]3[C@H:8]([C:11]4[CH:16]=[CH:15][CH:14]=[CH:13][CH:12]=4)[CH2:9][O:10][C:5]([C:6]=23)=[C:4]([NH:27][CH2:28][CH2:29][NH:30][C:31]2[CH:36]=[CH:35][CH:34]=[CH:33][N:32]=2)[C:3]=1[F:37].[OH-].[Na+].Cl.O. The yield is 0.750. The catalyst is CCO. The product is [F:1][C:2]1[C:20]2[C:19](=[O:21])[C:18]([C:22]([OH:24])=[O:23])=[CH:17][N:7]3[C@H:8]([C:11]4[CH:16]=[CH:15][CH:14]=[CH:13][CH:12]=4)[CH2:9][O:10][C:5]([C:6]=23)=[C:4]([NH:27][CH2:28][CH2:29][NH:30][C:31]2[CH:36]=[CH:35][CH:34]=[CH:33][N:32]=2)[C:3]=1[F:37].